From a dataset of Catalyst prediction with 721,799 reactions and 888 catalyst types from USPTO. Predict which catalyst facilitates the given reaction. (1) Reactant: [C:1]1(=[O:17])[CH2:16][CH2:15][CH2:14][CH2:13][CH2:12][CH2:11][CH2:10][CH:9]=[CH:8][CH2:7][CH2:6][CH2:5][CH2:4][CH2:3][CH2:2]1.CC(C)=O.[H][H]. Product: [C:1]1(=[O:17])[CH2:16][CH2:15][CH2:14][CH2:13][CH2:12][CH2:11][CH2:10][CH2:9][CH2:8][CH2:7][CH2:6][CH2:5][CH2:4][CH2:3][CH2:2]1. The catalyst class is: 386. (2) Reactant: [S:1]1[CH:5]=[CH:4][CH:3]=[C:2]1[C:6]1[S:7][C:8]([CH:11]=O)=[CH:9][N:10]=1.Cl.[NH2:14]O. Product: [S:1]1[CH:5]=[CH:4][CH:3]=[C:2]1[C:6]1[S:7][C:8]([C:11]#[N:14])=[CH:9][N:10]=1. The catalyst class is: 9. (3) Reactant: [Cl:1][C:2]1[CH:10]=[CH:9][CH:8]=[CH:7][C:3]=1[C:4]([NH2:6])=[O:5].[C:11](Cl)(=[O:15])C(Cl)=O.[Cl-].[NH2:18][CH:19]1[N:23]=[C:22]2[CH:24]=[CH:25][C:26](=[S:28](=[O:30])=[O:29])[CH:27]=[C:21]2[S:20]1.[CH:31]([NH2:34])([CH3:33])[CH3:32]. Product: [Cl:1][C:2]1[CH:10]=[CH:9][CH:8]=[CH:7][C:3]=1[C:4]([NH:6][C:11](=[O:15])[NH:18][C:19]1[S:20][C:21]2[CH:27]=[C:26]([S:28](=[O:30])(=[O:29])[NH:34][CH:31]([CH3:33])[CH3:32])[CH:25]=[CH:24][C:22]=2[N:23]=1)=[O:5]. The catalyst class is: 1. (4) Reactant: [Cl:1][C:2]1[CH:7]=[CH:6][C:5]([C:8]2[N:24]3[C:11]([CH2:12][C:13]4[C:21]5[CH:20]=[CH:19][CH:18]=[CH:17][C:16]=5[N:15]([CH3:22])[C:14]=4[CH2:23]3)=[C:10]([C:25](OC)=[O:26])[C:9]=2[C:29](OC)=[O:30])=[CH:4][CH:3]=1.[H-].[H-].[H-].[H-].[Li+].[Al+3]. Product: [Cl:1][C:2]1[CH:7]=[CH:6][C:5]([C:8]2[N:24]3[C:11]([CH2:12][C:13]4[C:21]5[CH:20]=[CH:19][CH:18]=[CH:17][C:16]=5[N:15]([CH3:22])[C:14]=4[CH2:23]3)=[C:10]([CH2:25][OH:26])[C:9]=2[CH2:29][OH:30])=[CH:4][CH:3]=1. The catalyst class is: 268. (5) Reactant: [Mg].[Br:2][C:3]1[CH:4]=[C:5]([CH:8]=[CH:9][CH:10]=1)[CH2:6]Br.OS(O)(=O)=O. Product: [Br:2][C:3]1[CH:4]=[C:5]([CH2:6][CH2:6][C:5]2[CH:8]=[CH:9][CH:10]=[C:3]([Br:2])[CH:4]=2)[CH:8]=[CH:9][CH:10]=1. The catalyst class is: 28. (6) Reactant: [NH:1]1[CH2:6][CH2:5][NH:4][CH2:3][C:2]1=[O:7].[C:8]1([CH:14]([C:19]2[CH:24]=[CH:23][CH:22]=[CH:21][CH:20]=2)[CH2:15][C:16](O)=[O:17])[CH:13]=[CH:12][CH:11]=[CH:10][CH:9]=1.C(Cl)CCl. Product: [C:19]1([CH:14]([C:8]2[CH:9]=[CH:10][CH:11]=[CH:12][CH:13]=2)[CH2:15][C:16]([N:4]2[CH2:5][CH2:6][NH:1][C:2](=[O:7])[CH2:3]2)=[O:17])[CH:20]=[CH:21][CH:22]=[CH:23][CH:24]=1. The catalyst class is: 4. (7) Reactant: Cl.[NH2:2][C@H:3]1[C:11]2[C:6](=[CH:7][C:8]([C:13]([O:15][CH3:16])=[O:14])=[C:9]([F:12])[CH:10]=2)[CH2:5][CH2:4]1.CCN(C(C)C)C(C)C.[Cl:26][C:27]1[CH:35]=[CH:34][CH:33]=[CH:32][C:28]=1[C:29](Cl)=[O:30]. Product: [Cl:26][C:27]1[CH:35]=[CH:34][CH:33]=[CH:32][C:28]=1[C:29]([NH:2][C@H:3]1[C:11]2[C:6](=[CH:7][C:8]([C:13]([O:15][CH3:16])=[O:14])=[C:9]([F:12])[CH:10]=2)[CH2:5][CH2:4]1)=[O:30]. The catalyst class is: 4. (8) Reactant: [NH2:1][C:2]1[C:11](Cl)=[N:10][C:9]2[C:4](=[CH:5][C:6]([O:15][CH3:16])=[C:7]([O:13][CH3:14])[CH:8]=2)[N:3]=1.[CH3:17][O-:18].[Na+]. Product: [NH2:1][C:2]1[C:11]([O:18][CH3:17])=[N:10][C:9]2[C:4](=[CH:5][C:6]([O:15][CH3:16])=[C:7]([O:13][CH3:14])[CH:8]=2)[N:3]=1. The catalyst class is: 83.